From a dataset of Peptide-MHC class II binding affinity with 134,281 pairs from IEDB. Regression. Given a peptide amino acid sequence and an MHC pseudo amino acid sequence, predict their binding affinity value. This is MHC class II binding data. The peptide sequence is SGLVWGQKYFKGNFQ. The MHC is HLA-DPA10201-DPB10101 with pseudo-sequence HLA-DPA10201-DPB10101. The binding affinity (normalized) is 0.280.